From a dataset of Forward reaction prediction with 1.9M reactions from USPTO patents (1976-2016). Predict the product of the given reaction. (1) The product is: [C:14]1([CH2:13][O:12][C:10]2[CH:9]=[C:4]([CH:3]=[C:2]([O:1][C@H:31]3[CH2:35][CH2:34][O:33][CH2:32]3)[CH:11]=2)[C:5]([O:7][CH3:8])=[O:6])[CH:19]=[CH:18][CH:17]=[CH:16][CH:15]=1. Given the reactants [OH:1][C:2]1[CH:3]=[C:4]([CH:9]=[C:10]([O:12][CH2:13][C:14]2[CH:19]=[CH:18][CH:17]=[CH:16][CH:15]=2)[CH:11]=1)[C:5]([O:7][CH3:8])=[O:6].CC1C=CC(S(O[C@@H:31]2[CH2:35][CH2:34][O:33][CH2:32]2)(=O)=O)=CC=1.C(=O)([O-])[O-].[K+].[K+], predict the reaction product. (2) Given the reactants [OH:1][O:2][C:3]1[CH:8]=[CH:7][C:6]([N:9]2[C:13](=[O:14])[CH2:12][CH:11]([C:15]([OH:17])=[O:16])[CH2:10]2)=[CH:5][CH:4]=1.[CH3:18]O, predict the reaction product. The product is: [CH3:18][O:16][C:15]([CH:11]1[CH2:12][C:13](=[O:14])[N:9]([C:6]2[CH:5]=[CH:4][C:3]([O:2][OH:1])=[CH:8][CH:7]=2)[CH2:10]1)=[O:17].